From a dataset of Catalyst prediction with 721,799 reactions and 888 catalyst types from USPTO. Predict which catalyst facilitates the given reaction. (1) Product: [C:35]([C:27]1[C:26]([NH:25][C:10]([C:8]2[N:9]=[C:5]([NH:4][CH:1]([CH3:2])[CH3:3])[O:6][CH:7]=2)=[O:12])=[C:31]([Cl:32])[C:30]([O:33][CH3:34])=[CH:29][CH:28]=1)(=[O:37])[CH3:36]. The catalyst class is: 2. Reactant: [CH:1]([NH:4][C:5]1[O:6][CH:7]=[C:8]([C:10]([OH:12])=O)[N:9]=1)([CH3:3])[CH3:2].C1N=CN(C(N2C=NC=C2)=O)C=1.[NH2:25][C:26]1[C:31]([Cl:32])=[C:30]([O:33][CH3:34])[CH:29]=[CH:28][C:27]=1[C:35](=[O:37])[CH3:36].CS(O)(=O)=O.C([O-])([O-])=O.[K+].[K+]. (2) Reactant: [N:1]1[CH:6]=[CH:5][CH:4]=[CH:3][C:2]=1[C:7]([CH2:9][C:10]([O:12][CH2:13][CH3:14])=[O:11])=[O:8].[N:15]([O-])=[O:16].[Na+]. Product: [OH:16][N:15]=[C:9]([C:7](=[O:8])[C:2]1[CH:3]=[CH:4][CH:5]=[CH:6][N:1]=1)[C:10]([O:12][CH2:13][CH3:14])=[O:11]. The catalyst class is: 86.